From a dataset of Experimentally validated miRNA-target interactions with 360,000+ pairs, plus equal number of negative samples. Binary Classification. Given a miRNA mature sequence and a target amino acid sequence, predict their likelihood of interaction. (1) The miRNA is hsa-miR-6862-5p with sequence CGGGCAUGCUGGGAGAGACUUU. The protein sequence of the target gene is MPIVDKLKEALKPGRKDSADDGELGKLLASSAKKVLLQKIEFEPASKSFSYQLEALKSKYVLLNPKTEGASRHKSGDDPPARRQGSEHTYESCGDGVPAPQKVLFPTERLSLRWERVFRVGAGLHNLGNTCFLNATIQCLTYTPPLANYLLSKEHARSCHQGSFCMLCVMQNHIVQAFANSGNAIKPVSFIRDLKKIARHFRFGNQEDAHEFLRYTIDAMQKACLNGCAKLDRQTQATTLVHQIFGGYLRSRVKCSVCKSVSDTYDPYLDVALEIRQAANIVRALELFVKADVLSGENAY.... Result: 0 (no interaction). (2) The miRNA is hsa-miR-193b-3p with sequence AACUGGCCCUCAAAGUCCCGCU. The protein sequence of the target gene is MASQNRDPAATSVAAARKGAEPSGGAARGPVGKRLQQELMTLMMSGDKGISAFPESDNLFKWVGTIHGAAGTVYEDLRYKLSLEFPSGYPYNAPTVKFLTPCYHPNVDTQGNICLDILKEKWSALYDVRTILLSIQSLLGEPNIDSPLNTHAAELWKNPTAFKKYLQETYSKQVTSQEP. Result: 1 (interaction). (3) The miRNA is mmu-miR-7213-3p with sequence UACCUCAAGAGAGCCAGUCU. The protein sequence of the target gene is MWAFSELPMPLLINLIVSLLGFVATVTLIPAFRGHFIAARLCGQDLNKTSRQQIPESQGVISGAVFLIILFCFIPFPFLNCFVKEQCKAFPHHEFVALIGALLAICCMIFLGFADDVLNLRWRHKLLLPTAASLPLLMVYFTNFGNTTIVVPKPFRPILGLHLDLGILYYVYMGLLAVFCTNAINILAGINGLEAGQSLVISASIIVFNLVELEGDCRDDHVFSLYFMIPFFFTTLGLLYHNWYPSRVFVGDTFCYFAGMTFAVVGILGHFSKTMLLFFMPQVFNFLYSLPQLLHIIPCP.... Result: 0 (no interaction). (4) The miRNA is hsa-miR-431-3p with sequence CAGGUCGUCUUGCAGGGCUUCU. The protein sequence of the target gene is MAESSESLSASSPARQRRRISDPLTSSPGRSSRRADALTSSPGRDLPPFEDESEGLLGTEGPMEEEEDGEELIGDGMERDYRPIPELDVYEAEGLALDDEDVEELTASQREAAERTMRQRDREAGRGLGRMRRGLLYDSSEEDEERPARKRRHVERATEDGEEDEEMIESIENLEDLKGHSVREWVSMAGPRLEIHHRFKNFLRTHVDSHGHNVFKERISDMCKENRESLVVNYEDLAAREHVLAYFLPEAPAELLQIFDEAALEVVLAMYPKYDRITNHIHVRISHLPLVEELRSLRQL.... Result: 0 (no interaction). (5) The miRNA is hsa-miR-6793-3p with sequence UCCCCAACCCCUGCCCGCAG. The protein sequence of the target gene is MVSHGSSPSLLEALSSDFLACKICLEQLRAPKTLPCLHTYCQDCLAQLADGGRVRCPECRETVPVPPEGVASFKTNFFVNGLLDLVKARACGDLRAGKPACALCPLVGGTSTGGPATARCLDCADDLCQACADGHRCTRQTHTHRVVDLVGYRAGWYDEEARERQAAQCPQHPGEALRFLCQPCSQLLCRECRLDPHLDHPCLPLAEAVRARRPGLEGLLAGVDNNLVELEAARRVEKEALARLREQAARVGTQVEEAAEGVLRALLAQKQEVLGQLRAHVEAAEEAARERLAELEGREQ.... Result: 1 (interaction). (6) The miRNA is cel-lin-4-5p with sequence UCCCUGAGACCUCAAGUGUGA. The protein sequence of the target gene is MSEFWHKLGCCVVEKPQPKKKRRRIDRTMIGEPMNFVHLTHIGSGEMGAGDGLAMTGAVQEQMRSKGNHRDRPWSNSRAL. Result: 0 (no interaction). (7) The protein sequence of the target gene is MELEQREGTMAAVGFEEFSAPPGSELALPPLFGGHILESELETEVEFVSGGLGGSGLRERDEEEEAARGRRRRQRELNRRKYQALGRRCREIEQVNERVLNRLHQVQRITRRLQQERRFLMRVLDSYGDDYRASQFTIVLEDEGSQGTDAPTPGNAENEPPEKETLSPPRRTPAPPEPGSPAPGEGPSGRKRRRVPRDGRRAGNALTPELAPVQIKVEEDFGFEADEALDSSWVSRGPDKLLPYPTLASPASD. Result: 0 (no interaction). The miRNA is mmu-miR-532-5p with sequence CAUGCCUUGAGUGUAGGACCGU.